The task is: Predict the reactants needed to synthesize the given product.. This data is from Full USPTO retrosynthesis dataset with 1.9M reactions from patents (1976-2016). (1) Given the product [CH2:52]([O:51][CH:47]([O:48][CH2:49][CH3:50])[C@@H:46]([N:34]([CH2:35][C:36]1[C:45]2[C:40](=[CH:41][CH:42]=[CH:43][CH:44]=2)[CH:39]=[CH:38][CH:37]=1)[C:32](=[O:33])[C@@H:19]([NH:18][C:15](=[O:17])[CH2:14][N:2]([CH3:1])[NH:3][C:4](=[O:13])[NH:5][CH2:6][C:7]1[CH:8]=[CH:9][N:10]=[CH:11][CH:12]=1)[CH2:20][CH2:21][CH2:22][CH2:23][NH:24][C:25](=[O:31])[O:26][C:27]([CH3:29])([CH3:30])[CH3:28])[CH3:54])[CH3:53], predict the reactants needed to synthesize it. The reactants are: [CH3:1][N:2]([CH2:14][C:15]([OH:17])=O)[NH:3][C:4](=[O:13])[NH:5][CH2:6][C:7]1[CH:12]=[CH:11][N:10]=[CH:9][CH:8]=1.[NH2:18][C@H:19]([C:32]([N:34]([C@@H:46]([CH3:54])[CH:47]([O:51][CH2:52][CH3:53])[O:48][CH2:49][CH3:50])[CH2:35][C:36]1[C:45]2[C:40](=[CH:41][CH:42]=[CH:43][CH:44]=2)[CH:39]=[CH:38][CH:37]=1)=[O:33])[CH2:20][CH2:21][CH2:22][CH2:23][NH:24][C:25](=[O:31])[O:26][C:27]([CH3:30])([CH3:29])[CH3:28]. (2) Given the product [C:20]([O:19][C:17]([NH:16][CH2:15][CH2:14][CH2:13][N:10]1[C:9]([C:24]([O:26][CH3:27])=[O:25])=[C:8]2[C:12]([C:4]3[CH:3]=[C:2]([C:39]4[CH:38]=[CH:37][CH:36]=[C:35]([N+:32]([O-:34])=[O:33])[CH:40]=4)[C:29]([O:30][CH3:31])=[CH:28][C:5]=3[CH2:6][CH2:7]2)=[N:11]1)=[O:18])([CH3:23])([CH3:22])[CH3:21], predict the reactants needed to synthesize it. The reactants are: Br[C:2]1[C:29]([O:30][CH3:31])=[CH:28][C:5]2[CH2:6][CH2:7][C:8]3[C:12]([C:4]=2[CH:3]=1)=[N:11][N:10]([CH2:13][CH2:14][CH2:15][NH:16][C:17]([O:19][C:20]([CH3:23])([CH3:22])[CH3:21])=[O:18])[C:9]=3[C:24]([O:26][CH3:27])=[O:25].[N+:32]([C:35]1[CH:36]=[C:37](B(O)O)[CH:38]=[CH:39][CH:40]=1)([O-:34])=[O:33].C(=O)([O-])[O-].[Na+].[Na+].C1(P(C2C=CC=CC=2)C2C=CC=CC=2)C=CC=CC=1. (3) Given the product [O:16]=[S:6]1(=[O:15])[C:7]2[CH:13]=[C:12]([O:14][C:28]3[CH:27]=[CH:26][C:25]([C:22]4([NH:21][S:18]([CH3:17])(=[O:19])=[O:20])[CH2:24][CH2:23]4)=[CH:30][CH:29]=3)[CH:11]=[CH:10][C:8]=2[N:9]2[CH2:1][CH2:2][CH2:3][CH:4]2[NH:5]1, predict the reactants needed to synthesize it. The reactants are: [CH2:1]1[N:9]2[CH:4]([NH:5][S:6](=[O:16])(=[O:15])[C:7]3[CH:13]=[C:12]([OH:14])[CH:11]=[CH:10][C:8]=32)[CH2:3][CH2:2]1.[CH3:17][S:18]([NH:21][C:22]1([C:25]2[CH:30]=[CH:29][C:28](B(O)O)=[CH:27][CH:26]=2)[CH2:24][CH2:23]1)(=[O:20])=[O:19].N1C=CC=CC=1. (4) Given the product [CH2:20]([OH:21])[CH2:19][CH:17]([CH2:16][CH2:15][CH2:14][CH:12]([CH2:11][CH2:10][CH2:9][CH:7]([CH2:6][CH2:5][CH2:4][CH:2]([CH3:3])[CH3:1])[CH3:8])[CH3:13])[CH3:18], predict the reactants needed to synthesize it. The reactants are: [CH3:1][CH:2]([CH2:4][CH2:5][CH2:6][C@H:7]([CH2:9][CH2:10][CH2:11][C@H:12]([CH2:14][CH2:15][CH2:16]/[C:17](=[CH:19]/[CH2:20][OH:21])/[CH3:18])[CH3:13])[CH3:8])[CH3:3].C(O)C. (5) Given the product [CH3:33][O:32][C:16]1[CH:15]=[C:14]([CH:12]([N:8]2[C:5]3=[N:6][CH:7]=[C:2]([C:38]4[CH:37]=[N:36][N:35]([CH3:34])[CH:39]=4)[CH:3]=[C:4]3[N:10]=[C:9]2[NH2:11])[CH3:13])[CH:19]=[CH:18][C:17]=1[O:20][CH2:21][C:22]1[CH:27]=[CH:26][C:25]([C:28]([F:29])([F:30])[F:31])=[CH:24][CH:23]=1, predict the reactants needed to synthesize it. The reactants are: I[C:2]1[CH:3]=[C:4]2[N:10]=[C:9]([NH2:11])[N:8]([CH:12]([C:14]3[CH:19]=[CH:18][C:17]([O:20][CH2:21][C:22]4[CH:27]=[CH:26][C:25]([C:28]([F:31])([F:30])[F:29])=[CH:24][CH:23]=4)=[C:16]([O:32][CH3:33])[CH:15]=3)[CH3:13])[C:5]2=[N:6][CH:7]=1.[CH3:34][N:35]1[CH:39]=[C:38](B2OC(C)(C)C(C)(C)O2)[CH:37]=[N:36]1.[O-]P([O-])([O-])=O.[K+].[K+].[K+].O. (6) Given the product [CH3:1][O:2][C:3]1[C:4]([N:17]2[CH2:22][CH2:21][O:20][CH2:19][CH2:18]2)=[N:5][C:6]([C:9]2[CH:14]=[CH:13][C:12]3[NH:15][C:24]([NH2:23])=[N:16][C:11]=3[CH:10]=2)=[N:7][CH:8]=1, predict the reactants needed to synthesize it. The reactants are: [CH3:1][O:2][C:3]1[C:4]([N:17]2[CH2:22][CH2:21][O:20][CH2:19][CH2:18]2)=[N:5][C:6]([C:9]2[CH:10]=[C:11]([NH2:16])[C:12]([NH2:15])=[CH:13][CH:14]=2)=[N:7][CH:8]=1.[N:23]#[C:24]Br.